Dataset: Peptide-MHC class II binding affinity with 134,281 pairs from IEDB. Task: Regression. Given a peptide amino acid sequence and an MHC pseudo amino acid sequence, predict their binding affinity value. This is MHC class II binding data. (1) The peptide sequence is VPLEVKREACPGTSV. The MHC is DRB3_0301 with pseudo-sequence DRB3_0301. The binding affinity (normalized) is 0.455. (2) The peptide sequence is VDGNPTVDIEEAPEM. The MHC is DRB1_0301 with pseudo-sequence DRB1_0301. The binding affinity (normalized) is 0.286.